Task: Binary Classification. Given a miRNA mature sequence and a target amino acid sequence, predict their likelihood of interaction.. Dataset: Experimentally validated miRNA-target interactions with 360,000+ pairs, plus equal number of negative samples (1) The miRNA is hsa-miR-6794-5p with sequence CAGGGGGACUGGGGGUGAGC. The protein sequence of the target gene is MIHELLLALSGYPGSIFTWNKRSGLQVSQDFPFLHPSETSVLNRLCRLGTDYIRFTEFIEQYTGHVQQQDHHPPQQGQGGLHGIYLRAFCTGLDSVLQPYRQALLDLEQEFLADPHLSISHVNYSLDQFQLLFPSVMVVVEQIKSQKIHGCQILETVYKHSCGGLPPVRSALEKILAVCHGVMYKQLSAWMLHGLLLDQHEEFFIKQGPSSGTLSAQLEEDEEDLGIGGLTGKQLRELQDLRLIEEENMLAPSLKQFSLRVEILPSYIPVRVAEKILFVGESVQMFENQNVNLTRKGSIL.... Result: 0 (no interaction). (2) The miRNA is hsa-miR-499a-5p with sequence UUAAGACUUGCAGUGAUGUUU. The protein sequence of the target gene is MDPGNENSATEAAAIIDLDPDFEPQSRPRSCTWPLPRPEIANQPSEPPEVEPDLGEKVHTEGRSEPILLPSRLPEPAGGPQPGILGAVTGPRKGGSRRNAWGNQSYAELISQAIESAPEKRLTLAQIYEWMVRTVPYFKDKGDSNSSAGWKNSIRHNLSLHSKFIKVHNEATGKSSWWMLNPEGGKSGKAPRRRAASMDSSSKLLRGRSKAPKKKPSVLPAPPEGATPTSPVGHFAKWSGSPCSRNREEADMWTTFRPRSSSNASSVSTRLSPLRPESEVLAEEIPASVSSYAGGVPPTL.... Result: 1 (interaction). (3) The miRNA is hsa-miR-4655-3p with sequence ACCCUCGUCAGGUCCCCGGGG. The protein sequence of the target gene is MLGCGIPALGLLLLLQGSADGNGIQGFFYPWSCEGDIWDRESCGGQAAIDSPNLCLRLRCCYRNGVCYHQRPDENVRRKHMWALVWTCSGLLLLSCSICLFWWAKRRDVLHMPGFLAGPCDMSKSVSLLSKHRGTKKTPSTGSVPVALSKESRDVEGGTEGEGTEEGEETEGEEEED. Result: 0 (no interaction).